Dataset: Full USPTO retrosynthesis dataset with 1.9M reactions from patents (1976-2016). Task: Predict the reactants needed to synthesize the given product. (1) The reactants are: [Br:1][CH:2]([CH2:6][CH2:7][Br:8])[C:3](Cl)=[O:4].C(N(CC)CC)C.[CH3:16][O:17][C:18]1[CH:25]=[CH:24][C:21]([CH2:22][NH2:23])=[CH:20][CH:19]=1.C(O)(=O)CC(CC(O)=O)(C(O)=O)O. Given the product [Br:1][CH:2]([CH2:6][CH2:7][Br:8])[C:3]([NH:23][CH2:22][C:21]1[CH:24]=[CH:25][C:18]([O:17][CH3:16])=[CH:19][CH:20]=1)=[O:4], predict the reactants needed to synthesize it. (2) Given the product [CH3:5][O:6][C:7](=[O:29])[C@H:8]([NH:18][C:19]([O:21][CH2:22][C:23]1[CH:28]=[CH:27][CH:26]=[CH:25][CH:24]=1)=[O:20])[CH2:9][C:10]1[CH:15]=[CH:14][C:13]2[NH:16][N:30]=[N:17][C:12]=2[CH:11]=1, predict the reactants needed to synthesize it. The reactants are: C(O)(=O)C.[CH3:5][O:6][C:7](=[O:29])[C@H:8]([NH:18][C:19]([O:21][CH2:22][C:23]1[CH:28]=[CH:27][CH:26]=[CH:25][CH:24]=1)=[O:20])[CH2:9][C:10]1[CH:15]=[CH:14][C:13]([NH2:16])=[C:12]([NH2:17])[CH:11]=1.[N:30]([O-])=O.[Na+].[OH-].[NH4+]. (3) Given the product [Cl:1][C:2]1[C:7]([F:8])=[CH:6][C:5]([C:9]2[NH:11][C:14]3[CH2:18][S:17][CH2:16][C:15]=3[C:19](=[O:20])[N:10]=2)=[C:4]([F:12])[CH:3]=1, predict the reactants needed to synthesize it. The reactants are: [Cl:1][C:2]1[C:7]([F:8])=[CH:6][C:5]([C:9]([NH2:11])=[NH:10])=[C:4]([F:12])[CH:3]=1.O=[C:14]1[CH2:18][S:17][CH2:16][CH:15]1[C:19](OCC)=[O:20].C[O-].[Na+]. (4) Given the product [CH3:7][O:8][CH2:9][CH2:10][C@H:11]([NH:1][C:22]([O:24][CH3:25])=[O:23])[C:12]([OH:14])=[O:13], predict the reactants needed to synthesize it. The reactants are: [NH:1]1CCCCC1.[CH3:7][O:8][CH2:9][CH2:10][CH2:11][C:12]([OH:14])=[O:13].C([O-])([O-])=O.[Na+].[Na+].Cl[C:22]([O:24][CH3:25])=[O:23].Cl. (5) Given the product [Cl:1][C:2]1[CH:7]=[CH:6][C:5]([NH:8][C:9]([NH:11][C:12]2[CH:17]=[CH:16][C:15]([N:18]3[C:26]([O:38][CH2:37][CH2:36][N:35]([CH3:39])[CH3:34])=[N:25][C:24]4[C:19]3=[N:20][CH:21]=[N:22][C:23]=4[NH:28][CH3:29])=[CH:14][CH:13]=2)=[O:10])=[CH:4][C:3]=1[C:30]([F:33])([F:32])[F:31], predict the reactants needed to synthesize it. The reactants are: [Cl:1][C:2]1[CH:7]=[CH:6][C:5]([NH:8][C:9]([NH:11][C:12]2[CH:17]=[CH:16][C:15]([N:18]3[C:26](I)=[N:25][C:24]4[C:19]3=[N:20][CH:21]=[N:22][C:23]=4[NH:28][CH3:29])=[CH:14][CH:13]=2)=[O:10])=[CH:4][C:3]=1[C:30]([F:33])([F:32])[F:31].[CH3:34][N:35]([CH3:39])[CH2:36][CH2:37][OH:38]. (6) Given the product [CH2:18]([O:22][CH2:23][CH2:24][O:25][C:26]1[CH:31]=[CH:30][C:29]([C:32]2[CH:37]=[CH:36][C:35]([N:38]3[CH2:42][CH:41]=[CH:40][CH2:39]3)=[C:34](/[CH:43]=[C:8](\[CH3:9])/[C:6]([O:5][CH2:4][CH3:3])=[O:7])[CH:33]=2)=[CH:28][CH:27]=1)[CH2:19][CH2:20][CH3:21], predict the reactants needed to synthesize it. The reactants are: [H-].[Na+].[CH3:3][CH2:4][O:5][C:6]([CH:8](P(OCC)(OCC)=O)[CH3:9])=[O:7].[CH2:18]([O:22][CH2:23][CH2:24][O:25][C:26]1[CH:31]=[CH:30][C:29]([C:32]2[CH:37]=[CH:36][C:35]([N:38]3[CH2:42][CH:41]=[CH:40][CH2:39]3)=[C:34]([CH:43]=O)[CH:33]=2)=[CH:28][CH:27]=1)[CH2:19][CH2:20][CH3:21]. (7) Given the product [CH2:14]([N:9]1[CH:10]=[C:11]([CH3:12])[C@H:5]2[CH2:4][CH2:3][C@H:2]([CH3:1])[C@H:6]2[C:7]1=[O:8])[CH2:15][CH2:16][CH2:17][CH2:18][CH3:19], predict the reactants needed to synthesize it. The reactants are: [CH3:1][CH:2]1[CH:6]2[C:7]([NH:9][CH:10]=[C:11]([CH3:12])[CH:5]2[CH2:4][CH2:3]1)=[O:8].I[CH2:14][CH2:15][CH2:16][CH2:17][CH2:18][CH3:19]. (8) The reactants are: [Cl:1][C:2]1[C:3]([CH:14]([C:28]2[CH:33]=[C:32]([F:34])[CH:31]=[CH:30][C:29]=2[F:35])[S:15]([C:18]2[CH:23]=[CH:22][C:21]([C:24]([F:27])([F:26])[F:25])=[CH:20][CH:19]=2)(=[O:17])=[O:16])=[CH:4][C:5](/[CH:8]=[CH:9]/[C:10]([O:12][CH3:13])=[O:11])=[N:6][CH:7]=1.CCCCCC. Given the product [Cl:1][C:2]1[C:3]([CH:14]([C:28]2[CH:33]=[C:32]([F:34])[CH:31]=[CH:30][C:29]=2[F:35])[S:15]([C:18]2[CH:23]=[CH:22][C:21]([C:24]([F:25])([F:27])[F:26])=[CH:20][CH:19]=2)(=[O:17])=[O:16])=[CH:4][C:5]([CH2:8][CH2:9][C:10]([O:12][CH3:13])=[O:11])=[N:6][CH:7]=1, predict the reactants needed to synthesize it. (9) Given the product [CH2:32]([O:34][P:35]([CH2:21][S:18]([N:15]1[CH2:14][CH2:13][N:12]([C:10]2[C:9]3[C:4](=[CH:5][CH:6]=[CH:7][CH:8]=3)[N:3]=[C:2]([CH3:1])[CH:11]=2)[CH2:17][CH2:16]1)(=[O:20])=[O:19])([O:37][CH2:38][CH3:39])=[O:36])[CH3:33], predict the reactants needed to synthesize it. The reactants are: [CH3:1][C:2]1[CH:11]=[C:10]([N:12]2[CH2:17][CH2:16][N:15]([S:18]([CH3:21])(=[O:20])=[O:19])[CH2:14][CH2:13]2)[C:9]2[C:4](=[CH:5][CH:6]=[CH:7][CH:8]=2)[N:3]=1.C[Si](C)(C)[N-][Si](C)(C)C.[Li+].[CH2:32]([O:34][P:35](Cl)([O:37][CH2:38][CH3:39])=[O:36])[CH3:33].C(O)(=O)C.